From a dataset of Forward reaction prediction with 1.9M reactions from USPTO patents (1976-2016). Predict the product of the given reaction. (1) Given the reactants [CH3:1][C:2]1([CH3:47])[C:10]2[C:5](=[CH:6][CH:7]=[CH:8][CH:9]=2)[N:4]([CH2:11][CH2:12][CH2:13][N:14]2[CH2:45][CH2:44][C:17]3([N:21]([C:22]4[CH:27]=[CH:26][C:25]([F:28])=[CH:24][CH:23]=4)[CH2:20][N:19]([CH2:29][C:30]4[CH:31]=[C:32]([CH:40]=[CH:41][CH:42]=4)[C:33]([O:35]C(C)(C)C)=[O:34])[C:18]3=[O:43])[CH2:16][CH2:15]2)[C:3]1=[O:46].Cl, predict the reaction product. The product is: [CH3:1][C:2]1([CH3:47])[C:10]2[C:5](=[CH:6][CH:7]=[CH:8][CH:9]=2)[N:4]([CH2:11][CH2:12][CH2:13][N:14]2[CH2:45][CH2:44][C:17]3([N:21]([C:22]4[CH:27]=[CH:26][C:25]([F:28])=[CH:24][CH:23]=4)[CH2:20][N:19]([CH2:29][C:30]4[CH:31]=[C:32]([CH:40]=[CH:41][CH:42]=4)[C:33]([OH:35])=[O:34])[C:18]3=[O:43])[CH2:16][CH2:15]2)[C:3]1=[O:46]. (2) Given the reactants [CH2:1]([O:3][C:4]1[CH:13]=[CH:12][C:7]2[N:8]=[C:9]([NH2:11])[S:10][C:6]=2[CH:5]=1)[CH3:2].[C:14]1([CH3:23])[CH:19]=[CH:18][C:17]([C:20](Cl)=[O:21])=[CH:16][CH:15]=1.Br[CH:25]([CH3:31])[C:26]([O:28]CC)=[O:27].COC1C=CC2N=C(N)SC=2C=1.ClC1C=C(C=CC=1)C(Cl)=O.BrCC(OCC)=O, predict the reaction product. The product is: [CH2:1]([O:3][C:4]1[CH:13]=[CH:12][C:7]2[N:8]([CH:25]([CH3:31])[C:26]([OH:28])=[O:27])[C:9](=[N:11][C:20](=[O:21])[C:17]3[CH:18]=[CH:19][C:14]([CH3:23])=[CH:15][CH:16]=3)[S:10][C:6]=2[CH:5]=1)[CH3:2].